From a dataset of Reaction yield outcomes from USPTO patents with 853,638 reactions. Predict the reaction yield, written as a fraction of the theoretical maximum amount of product (1.0 means a 100% yield; for example, 0.34 means a 34% yield). (1) The reactants are [F:1][C@@H:2]1[CH2:6][N:5]([C:7](=[O:17])[C@@H:8]([NH:12][C:13](=[O:16])[O:14][CH3:15])[CH:9]([CH3:11])[CH3:10])[C@H:4]([C:18]2[NH:19][C:20]([C:23]3[CH:28]=[CH:27][C:26](B4OC(C)(C)C(C)(C)O4)=[CH:25][CH:24]=3)=[CH:21][N:22]=2)[CH2:3]1.Br[C:39]1[CH:44]=[CH:43][C:42]([C:45]2[NH:49][C:48]([C@@H:50]3[CH2:62][N:60]4[C:61]5[CH:53]([C@@H:54]([NH:63][C:64](=[O:67])[O:65][CH3:66])[CH2:55][CH2:56][C:57]=5[CH:58]=[CH:59]4)[C:52](=[O:68])[CH2:51]3)=[N:47][CH:46]=2)=[CH:41][CH:40]=1.C(=O)(O)[O-].[Na+]. The catalyst is C1C=CC(P([C]2[CH][CH][CH][CH]2)C2C=CC=CC=2)=CC=1.C1C=CC(P([C]2[CH][CH][CH][CH]2)C2C=CC=CC=2)=CC=1.Cl[Pd]Cl.[Fe].C(O)(C)(C)C. The product is [CH3:66][O:65][C:64](=[O:67])[NH:63][C@@H:54]1[CH:53]2[C:52](=[O:68])[CH2:51][C@H:50]([C:48]3[NH:49][C:45]([C:42]4[CH:41]=[CH:40][C:39]([C:26]5[CH:25]=[CH:24][C:23]([C:20]6[NH:19][C:18]([C@@H:4]7[CH2:3][C@H:2]([F:1])[CH2:6][N:5]7[C:7](=[O:17])[C@@H:8]([NH:12][C:13]([O:14][CH3:15])=[O:16])[CH:9]([CH3:11])[CH3:10])=[N:22][CH:21]=6)=[CH:28][CH:27]=5)=[CH:44][CH:43]=4)=[CH:46][N:47]=3)[CH2:62][N:60]3[C:61]2=[C:57]([CH:58]=[CH:59]3)[CH2:56][CH2:55]1. The yield is 0.386. (2) The yield is 0.580. The product is [CH3:27][C:28]1[CH2:29][C:30](=[O:33])[N:31]([C:2]2[CH:7]=[CH:6][CH:5]=[C:4]([CH2:8][CH2:9][N:10]3[CH2:15][CH2:14][N:13]([C:16]4[CH:25]=[CH:24][CH:23]=[C:22]5[C:17]=4[CH:18]=[CH:19][C:20]([CH3:26])=[N:21]5)[CH2:12][CH2:11]3)[CH:3]=2)[N:32]=1. No catalyst specified. The reactants are I[C:2]1[CH:3]=[C:4]([CH2:8][CH2:9][N:10]2[CH2:15][CH2:14][N:13]([C:16]3[CH:25]=[CH:24][CH:23]=[C:22]4[C:17]=3[CH:18]=[CH:19][C:20]([CH3:26])=[N:21]4)[CH2:12][CH2:11]2)[CH:5]=[CH:6][CH:7]=1.[CH3:27][C:28]1[CH2:29][C:30](=[O:33])[NH:31][N:32]=1.